This data is from Forward reaction prediction with 1.9M reactions from USPTO patents (1976-2016). The task is: Predict the product of the given reaction. (1) Given the reactants C(OC(=O)COC1C=CC(C#N)=CC=1C#CC1C=C(S(C)(=O)=O)C=CC=1F)(C)(C)C.[C:31]([O:35][C:36](=[O:48])[CH2:37][O:38][C:39]1[CH:44]=[CH:43][C:42]([Cl:45])=[CH:41][C:40]=1[C:46]#[CH:47])([CH3:34])([CH3:33])[CH3:32].I[C:50]1[CH:55]=[C:54]([S:56]([CH3:59])(=[O:58])=[O:57])[CH:53]=[CH:52][C:51]=1[CH:60]([CH3:62])[CH3:61], predict the reaction product. The product is: [C:31]([O:35][C:36](=[O:48])[CH2:37][O:38][C:39]1[CH:44]=[CH:43][C:42]([Cl:45])=[CH:41][C:40]=1[C:46]#[C:47][C:52]1[CH:53]=[C:54]([S:56]([CH3:59])(=[O:57])=[O:58])[CH:55]=[CH:50][C:51]=1[CH:60]([CH3:62])[CH3:61])([CH3:34])([CH3:33])[CH3:32]. (2) Given the reactants [C:1]([C:3]1[CH:8]=[CH:7][C:6](B(O)O)=[CH:5][CH:4]=1)#[N:2].[CH3:12][O:13][C:14](=[O:38])[C:15]1[CH:20]=[CH:19][CH:18]=[C:17]([CH2:21][N:22]([C:30](=[O:37])[C:31]#[C:32][C:33]([OH:36])([CH3:35])[CH3:34])[C:23]2[CH:28]=[CH:27][CH:26]=[CH:25][C:24]=2I)[CH:16]=1, predict the reaction product. The product is: [CH3:12][O:13][C:14](=[O:38])[C:15]1[CH:20]=[CH:19][CH:18]=[C:17]([CH2:21][N:22]2[C:23]3[C:28](=[CH:27][CH:26]=[CH:25][CH:24]=3)/[C:31](=[C:32](\[C:6]3[CH:7]=[CH:8][C:3]([C:1]#[N:2])=[CH:4][CH:5]=3)/[C:33]([OH:36])([CH3:35])[CH3:34])/[C:30]2=[O:37])[CH:16]=1. (3) Given the reactants [NH2:1][CH:2]([CH2:5][OH:6])[CH2:3][OH:4].Cl[C:8]([O:10][CH2:11][CH2:12][CH2:13][CH3:14])=[O:9], predict the reaction product. The product is: [OH:4][CH2:3][CH:2]([NH:1][C:8](=[O:9])[O:10][CH2:11][CH2:12][CH2:13][CH3:14])[CH2:5][OH:6]. (4) Given the reactants [C:1]([C:3]1[CH:4]=[C:5]([CH:24]=[CH:25][CH:26]=1)[C:6]([NH:8][C:9]1[CH:10]=[C:11]2[C:15](=[CH:16][CH:17]=1)[NH:14][CH:13]=[C:12]2[CH:18]1[CH2:23][CH2:22][NH:21][CH2:20][CH2:19]1)=[O:7])#[N:2].[CH:27]1([S:32](Cl)(=[O:34])=[O:33])[CH2:31][CH2:30][CH2:29][CH2:28]1.C(N(CC)CC)C.C(=O)(O)[O-].[Na+], predict the reaction product. The product is: [C:1]([C:3]1[CH:4]=[C:5]([CH:24]=[CH:25][CH:26]=1)[C:6]([NH:8][C:9]1[CH:10]=[C:11]2[C:15](=[CH:16][CH:17]=1)[NH:14][CH:13]=[C:12]2[CH:18]1[CH2:19][CH2:20][N:21]([S:32]([CH:27]2[CH2:31][CH2:30][CH2:29][CH2:28]2)(=[O:34])=[O:33])[CH2:22][CH2:23]1)=[O:7])#[N:2]. (5) Given the reactants [O:1]=[C:2]1[CH:6]=[C:5]([C@@H:7]2[CH2:12][CH2:11][N:10](C(OC)=O)[C@H:9]([CH2:17][C:18]3[CH:23]=[CH:22][CH:21]=[C:20]([C:24]([F:27])([F:26])[F:25])[CH:19]=3)[CH2:8]2)[O:4][NH:3]1.Br, predict the reaction product. The product is: [F:26][C:24]([F:25])([F:27])[C:20]1[CH:19]=[C:18]([CH:23]=[CH:22][CH:21]=1)[CH2:17][C@@H:9]1[CH2:8][C@H:7]([C:5]2[O:4][NH:3][C:2](=[O:1])[CH:6]=2)[CH2:12][CH2:11][NH:10]1. (6) The product is: [ClH:1].[ClH:1].[Cl:8][C:4]1[CH:5]=[CH:6][CH:7]=[C:2]([Cl:1])[C:3]=1[C:9]1[NH:10][C:11]2[C:17]3[CH:18]=[CH:19][N:20]=[CH:21][C:16]=3[NH:15][C:14]3[N:22]=[CH:23][CH:24]=[CH:25][C:13]=3[C:12]=2[N:26]=1. Given the reactants [Cl:1][C:2]1[CH:7]=[CH:6][CH:5]=[C:4]([Cl:8])[C:3]=1[C:9]1[N:10](O)[C:11]2[C:17]3[CH:18]=[CH:19][N:20]=[CH:21][C:16]=3[NH:15][C:14]3[N:22]=[CH:23][CH:24]=[CH:25][C:13]=3[C:12]=2[N:26]=1.P(OCC)(OCC)OCC, predict the reaction product. (7) Given the reactants [S:1]1[CH:5]=[CH:4][N:3]=[CH:2]1.[Li]CCCC.[C:11]([O:15][C:16]1[C:25]2[C:20](=[CH:21][CH:22]=[C:23]([C:26]([C:28]3[CH:33]=[CH:32][C:31]([Cl:34])=[CH:30][CH:29]=3)=[O:27])[CH:24]=2)[N:19]=[CH:18][N:17]=1)([CH3:14])([CH3:13])[CH3:12], predict the reaction product. The product is: [C:11]([O:15][C:16]1[C:25]2[C:20](=[CH:21][CH:22]=[C:23]([C:26]([C:28]3[CH:29]=[CH:30][C:31]([Cl:34])=[CH:32][CH:33]=3)([C:2]3[S:1][CH:5]=[CH:4][N:3]=3)[OH:27])[CH:24]=2)[N:19]=[CH:18][N:17]=1)([CH3:14])([CH3:12])[CH3:13].